Task: Predict the product of the given reaction.. Dataset: Forward reaction prediction with 1.9M reactions from USPTO patents (1976-2016) Given the reactants [CH3:1][C:2]1[C:6]([C:7]([OH:9])=O)=[CH:5][O:4][N:3]=1.[NH2:10][C:11]1[N:16]=[CH:15][C:14]2[C:17]([CH3:25])([CH3:24])[C:18](=[O:23])[N:19]([CH:20]3[CH2:22][CH2:21]3)[C:13]=2[CH:12]=1, predict the reaction product. The product is: [CH:20]1([N:19]2[C:13]3[CH:12]=[C:11]([NH:10][C:7]([C:6]4[C:2]([CH3:1])=[N:3][O:4][CH:5]=4)=[O:9])[N:16]=[CH:15][C:14]=3[C:17]([CH3:24])([CH3:25])[C:18]2=[O:23])[CH2:22][CH2:21]1.